From a dataset of Peptide-MHC class I binding affinity with 185,985 pairs from IEDB/IMGT. Regression. Given a peptide amino acid sequence and an MHC pseudo amino acid sequence, predict their binding affinity value. This is MHC class I binding data. (1) The peptide sequence is DEKPKVMEG. The MHC is HLA-A11:01 with pseudo-sequence HLA-A11:01. The binding affinity (normalized) is 0.0847. (2) The MHC is HLA-A02:01 with pseudo-sequence HLA-A02:01. The binding affinity (normalized) is 1.00. The peptide sequence is KLFTIAMWL. (3) The peptide sequence is RMRGAHTNDVK. The MHC is HLA-B51:01 with pseudo-sequence HLA-B51:01. The binding affinity (normalized) is 0. (4) The MHC is HLA-B39:01 with pseudo-sequence HLA-B39:01. The peptide sequence is WTALMFAAY. The binding affinity (normalized) is 0.0847. (5) The peptide sequence is AEAASATPL. The MHC is BoLA-T2b with pseudo-sequence BoLA-T2b. The binding affinity (normalized) is 0.541. (6) The peptide sequence is ETIEILRNY. The MHC is HLA-B48:01 with pseudo-sequence HLA-B48:01. The binding affinity (normalized) is 0.0847. (7) The peptide sequence is FPTTMNYPLW. The binding affinity (normalized) is 0.500. The MHC is Mamu-B17 with pseudo-sequence Mamu-B17. (8) The peptide sequence is YIMKLHHLV. The MHC is HLA-A02:11 with pseudo-sequence HLA-A02:11. The binding affinity (normalized) is 1.00.